This data is from Reaction yield outcomes from USPTO patents with 853,638 reactions. The task is: Predict the reaction yield, written as a fraction of the theoretical maximum amount of product (1.0 means a 100% yield; for example, 0.34 means a 34% yield). (1) The reactants are [C:1]([O:5][C:6]([N:8]1[CH2:12][CH2:11][CH2:10][C@H:9]1[C@H:13]([O:19][CH3:20])[C@@H:14]([CH3:18])[C:15]([OH:17])=O)=[O:7])([CH3:4])([CH3:3])[CH3:2].CN(C(ON1N=N[C:31]2[CH:32]=[CH:33][CH:34]=N[C:30]1=2)=[N+](C)C)C.F[P-](F)(F)(F)(F)F.C([N:47]([CH2:50][CH3:51])CC)C.C([O:55][CH2:56][CH3:57])(=O)C. The catalyst is ClCCl.CN(C)C=O. The product is [OH:55][C@@H:56]([C:57]1[CH:34]=[CH:33][CH:32]=[CH:31][CH:30]=1)[C@H:50]([NH:47][C:15](=[O:17])[C@H:14]([CH3:18])[C@H:13]([C@@H:9]1[CH2:10][CH2:11][CH2:12][N:8]1[C:6]([O:5][C:1]([CH3:2])([CH3:3])[CH3:4])=[O:7])[O:19][CH3:20])[CH3:51]. The yield is 0.740. (2) The reactants are Br[C:2]1[S:6][C:5]([NH:7][C:8]([C:10]2[C:15]([F:16])=[CH:14][CH:13]=[CH:12][C:11]=2[F:17])=[O:9])=[N:4][CH:3]=1.[Cl:18][C:19]1[C:20](B2OC(C)(C)C(C)(C)O2)=[CH:21][C:22]2S[CH:25]=[N:24][C:23]=2[CH:27]=1.C(=O)([O-])[O-:38].[Na+].[Na+].CC(=O)OCC.[Cl-].[Na+].O. The catalyst is COCCOC.CCO.O.[Pd].C1(P(C2C=CC=CC=2)C2C=CC=CC=2)C=CC=CC=1.C1(P(C2C=CC=CC=2)C2C=CC=CC=2)C=CC=CC=1.C1(P(C2C=CC=CC=2)C2C=CC=CC=2)C=CC=CC=1.C1(P(C2C=CC=CC=2)C2C=CC=CC=2)C=CC=CC=1. The product is [F:17][C:11]1[CH:12]=[CH:13][CH:14]=[C:15]([F:16])[C:10]=1[C:8]([NH:7][C:5]1[S:6][C:2]([C:20]2[C:19]([Cl:18])=[CH:27][C:23]3[N:24]=[CH:25][O:38][C:22]=3[CH:21]=2)=[CH:3][N:4]=1)=[O:9]. The yield is 0.145. (3) The reactants are [F:1][C:2]([F:45])([CH:6]1[C@H:11]([O:12][CH2:13][C:14]2[CH:19]=[CH:18][CH:17]=[CH:16][CH:15]=2)[C@@H:10]([O:20][CH2:21][C:22]2[CH:27]=[CH:26][CH:25]=[CH:24][CH:23]=2)[C@H:9]([O:28][CH2:29][C:30]2[CH:35]=[CH:34][CH:33]=[CH:32][CH:31]=2)[C@@H:8]([CH2:36][O:37][CH2:38][C:39]2[CH:44]=[CH:43][CH:42]=[CH:41][CH:40]=2)[O:7]1)[C:3](O)=[O:4]. The catalyst is C1COCC1. The product is [F:45][C:2]([F:1])([C@H:6]1[C@H:11]([O:12][CH2:13][C:14]2[CH:15]=[CH:16][CH:17]=[CH:18][CH:19]=2)[C@@H:10]([O:20][CH2:21][C:22]2[CH:27]=[CH:26][CH:25]=[CH:24][CH:23]=2)[C@H:9]([O:28][CH2:29][C:30]2[CH:31]=[CH:32][CH:33]=[CH:34][CH:35]=2)[C@@H:8]([CH2:36][O:37][CH2:38][C:39]2[CH:40]=[CH:41][CH:42]=[CH:43][CH:44]=2)[O:7]1)[CH2:3][OH:4]. The yield is 0.957. (4) The reactants are Cl.ClC[C:4]1[CH:9]=[CH:8][CH:7]=[CH:6][N:5]=1.[CH3:10][NH2:11].[CH3:12]CO. No catalyst specified. The product is [CH3:10][N:11]([C:4]1[CH:9]=[CH:8][CH:7]=[CH:6][N:5]=1)[CH3:12]. The yield is 0.200. (5) The reactants are [C:1]1([O:7]P(N=[N+]=[N-])(=O)OC2C=CC=CC=2)C=CC=CC=1.C(N(CC)CC)C.[CH2:27]([OH:34])[C:28]1[CH:33]=[CH:32][CH:31]=[CH:30][CH:29]=1. The catalyst is C1C=CC=CC=1. The product is [CH2:27]([O:34][CH:1]=[O:7])[C:28]1[CH:33]=[CH:32][CH:31]=[CH:30][CH:29]=1. The yield is 0.940. (6) The reactants are Cl.[F:2][C:3]([F:22])([F:21])[C:4]1[CH:5]=[C:6]([CH:18]=[CH:19][CH:20]=1)[NH:7][CH2:8][C:9]1[C:14]([CH3:16])([CH3:15])[CH2:13][CH2:12][CH2:11][C:10]=1[CH3:17].[H-].[Na+].[CH3:25]I.O. The catalyst is CN(C)C=O. The product is [CH3:25][N:7]([CH2:8][C:9]1[C:14]([CH3:16])([CH3:15])[CH2:13][CH2:12][CH2:11][C:10]=1[CH3:17])[C:6]1[CH:18]=[CH:19][CH:20]=[C:4]([C:3]([F:21])([F:22])[F:2])[CH:5]=1. The yield is 0.640. (7) The reactants are [Cl:1][C:2]1[CH:7]=[CH:6][C:5]([CH2:8][CH2:9][O:10][C:11]2[CH:18]=[CH:17][C:14]([CH:15]=O)=[CH:13][CH:12]=2)=[CH:4][CH:3]=1.[CH2:19]([NH:23][C:24]1[C:25]([NH2:38])=[CH:26][CH:27]=[C:28]([O:30][CH2:31][CH2:32][N:33]2[CH2:37][CH2:36][CH2:35][CH2:34]2)[CH:29]=1)[CH2:20][CH2:21][CH3:22]. The catalyst is C(O)C. The product is [CH2:19]([N:23]1[C:24]2[CH:29]=[C:28]([O:30][CH2:31][CH2:32][N:33]3[CH2:37][CH2:36][CH2:35][CH2:34]3)[CH:27]=[CH:26][C:25]=2[N:38]=[C:15]1[C:14]1[CH:17]=[CH:18][C:11]([O:10][CH2:9][CH2:8][C:5]2[CH:6]=[CH:7][C:2]([Cl:1])=[CH:3][CH:4]=2)=[CH:12][CH:13]=1)[CH2:20][CH2:21][CH3:22]. The yield is 0.400. (8) The reactants are C([NH:5][S:6]([C:9]1[S:10][C:11]([C:14]2[N:15]=[CH:16][N:17]([C:19]3[N:24]=[C:23]([C:25]4[CH:30]=[CH:29][C:28]([Cl:31])=[C:27]([Cl:32])[CH:26]=4)[CH:22]=[C:21]([CH3:33])[N:20]=3)[CH:18]=2)=[CH:12][CH:13]=1)(=[O:8])=[O:7])(C)(C)C.C(O)(C(F)(F)F)=O. The catalyst is ClCCl. The product is [Cl:32][C:27]1[CH:26]=[C:25]([C:23]2[CH:22]=[C:21]([CH3:33])[N:20]=[C:19]([N:17]3[CH:18]=[C:14]([C:11]4[S:10][C:9]([S:6]([NH2:5])(=[O:8])=[O:7])=[CH:13][CH:12]=4)[N:15]=[CH:16]3)[N:24]=2)[CH:30]=[CH:29][C:28]=1[Cl:31]. The yield is 0.790. (9) The reactants are [Br:1][C:2]1[CH:7]=[C:6]([O:8][C:9]2[CH:14]=[CH:13][C:12]([S:15]([CH3:18])(=[O:17])=[O:16])=[CH:11][CH:10]=2)[CH:5]=[C:4]([O:19]C)[CH:3]=1.B(Br)(Br)Br.C(=O)([O-])O.[Na+]. The catalyst is ClCCl. The product is [Br:1][C:2]1[CH:3]=[C:4]([OH:19])[CH:5]=[C:6]([O:8][C:9]2[CH:10]=[CH:11][C:12]([S:15]([CH3:18])(=[O:16])=[O:17])=[CH:13][CH:14]=2)[CH:7]=1. The yield is 0.960. (10) The reactants are [NH2:1][C:2]1[C:11]([I:12])=[CH:10][C:5]([C:6]([O:8]C)=[O:7])=[CH:4][N:3]=1.[OH-].[K+].C1COCC1.Cl. The catalyst is CO.O. The product is [NH2:1][C:2]1[C:11]([I:12])=[CH:10][C:5]([C:6]([OH:8])=[O:7])=[CH:4][N:3]=1. The yield is 0.650.